Dataset: Forward reaction prediction with 1.9M reactions from USPTO patents (1976-2016). Task: Predict the product of the given reaction. Given the reactants O=C1C2C=CC=CC=2C(=O)[N:3]1[CH2:12][C@H:13]([NH:21][C:22]([NH:24][NH:25][C:26]([C:28]1[CH:33]=[CH:32][C:31]2[CH:34]=[N:35][CH:36]=[C:37]([Br:38])[C:30]=2[N:29]=1)=O)=[S:23])[CH2:14][C:15]1[CH:20]=[CH:19][CH:18]=[CH:17][CH:16]=1.N[C@H](CC1C=CC=CC=1)CN1C(=O)C2C=CC=CC=2C1=O.C(N(CC)CC)C.N1C=CC=CC=1OC(OC1C=CC=CN=1)=S.BrC1C2N=C(C(NN)=O)C=CC=2C=NC=1, predict the reaction product. The product is: [NH2:3][CH2:12][C@H:13]([NH:21][C:22]1[S:23][C:26]([C:28]2[CH:33]=[CH:32][C:31]3[CH:34]=[N:35][CH:36]=[C:37]([Br:38])[C:30]=3[N:29]=2)=[N:25][N:24]=1)[CH2:14][C:15]1[CH:20]=[CH:19][CH:18]=[CH:17][CH:16]=1.